This data is from Experimentally validated miRNA-target interactions with 360,000+ pairs, plus equal number of negative samples. The task is: Binary Classification. Given a miRNA mature sequence and a target amino acid sequence, predict their likelihood of interaction. (1) The miRNA is hsa-miR-655-5p with sequence AGAGGUUAUCCGUGUUAUGUUC. The protein sequence of the target gene is MIMFLSSLVTTFWEALHLKTLVLAVVTFLFLINILRSRHPKNYPPGPWRLPFVGNFFQIDTKQTHLVLQQFVKKYGNVFSLELGQSPVVVVSGLPLIKEMFTHLDQNFVNRFMTPVRERITGKNGLVVSNGQTWKEQRRLALMALRNFGLGKKSLEERIQEETHHLVEAIREEGGQPFNPHLKLINAVSNIICSVTFGERFDYEDCQFQELLQLLDETMHLMGSSAGQLYNGFPCIMKYLPGPHQKIFRNWGKLKLFVSHIVKKHEKDWNPDEPRDFIDAFLIEMQKDPDRTTSFNEENL.... Result: 0 (no interaction). (2) Result: 1 (interaction). The miRNA is hsa-miR-30c-2-3p with sequence CUGGGAGAAGGCUGUUUACUCU. The protein sequence of the target gene is MKRHEMAAKPPAMCSHFAKDLRPEQYIKNSFQQVILRRYGKCGYQKGCKSVDEHKLHKGGHKGLNRCVTTTQSKIVQCDKYVKVFHKYSNAKRHKIRHTGKNPFKCKECGKSFCMLSQLTQHEIIHTGEKPYKCEECGKAFKKSSNLTNHKIIHTGEKPYKCEECGKAFNQSSTLTRHKIIHTGEKLYKCEECGKAFNRSSNLTKHKIVHTGEKPYKCEECGKAFKQSSNLTNHKKIHTGEKPYKCGECGKAFTLSSHLTTHKRIHTGEKPYKCEECGKAFSVFSTLTKHKIIHTEEKPY.... (3) The miRNA is cel-miR-272 with sequence UGUAGGCAUGGGUGUUUG. The protein sequence of the target gene is MEHVTEGSWESLPVPLHPQVLGALRELGFPYMTPVQSATIPLFMRNKDVAAEAVTGSGKTLAFVIPILEILLRREEKLKKSQVGAIIITPTRELAIQIDEVLSHFTKHFPEFSQILWIGGRNPGEDVERFKQQGGNIIVATPGRLEDMFRRKAEGLDLASCVRSLDVLVLDEADRLLDMGFEASINTILEFLPKQRRTGLFSATQTQEVENLVRAGLRNPVRVSVKEKGVAASSAQKTPSRLENYYMVCKADEKFNQLVHFLRNHKQEKHLVFFSTCACVEYYGKALEVLVKGVKIMCIH.... Result: 0 (no interaction).